Dataset: Reaction yield outcomes from USPTO patents with 853,638 reactions. Task: Predict the reaction yield, written as a fraction of the theoretical maximum amount of product (1.0 means a 100% yield; for example, 0.34 means a 34% yield). (1) The reactants are O=P(Cl)(Cl)[Cl:3].[CH2:6]([O:13][C:14]([N:16]1[CH2:25][CH2:24][C:23]2[C:22](O)=[N:21][C:20]([S:27][CH3:28])=[N:19][C:18]=2[CH2:17]1)=[O:15])[C:7]1[CH:12]=[CH:11][CH:10]=[CH:9][CH:8]=1. The catalyst is C(Cl)(Cl)Cl. The product is [CH2:6]([O:13][C:14]([N:16]1[CH2:25][CH2:24][C:23]2[C:22]([Cl:3])=[N:21][C:20]([S:27][CH3:28])=[N:19][C:18]=2[CH2:17]1)=[O:15])[C:7]1[CH:12]=[CH:11][CH:10]=[CH:9][CH:8]=1. The yield is 0.730. (2) The reactants are CS(O[CH2:6][CH2:7][N:8]([CH2:16][C:17]([NH:19][C:20]1[CH:25]=[C:24]([Br:26])[CH:23]=[CH:22][C:21]=1[CH3:27])=[O:18])[C:9]([O:11][C:12]([CH3:15])([CH3:14])[CH3:13])=[O:10])(=O)=O.[H-].[Na+].CO. The catalyst is CN(C)C=O. The product is [Br:26][C:24]1[CH:23]=[CH:22][C:21]([CH3:27])=[C:20]([N:19]2[CH2:6][CH2:7][N:8]([C:9]([O:11][C:12]([CH3:15])([CH3:14])[CH3:13])=[O:10])[CH2:16][C:17]2=[O:18])[CH:25]=1. The yield is 0.352. (3) The product is [Cl:40][C:33]1[CH:34]=[CH:35][C:36]([OH:38])=[CH:37][C:32]=1[CH:31]=[CH:30][C:27]1[CH:26]=[N:25][C:24]([NH:23][C:20]2[CH:19]=[CH:18][C:17]([S:14]([CH:11]3[CH2:12][CH2:13][NH:8][CH2:9][CH2:10]3)(=[O:15])=[O:16])=[CH:22][CH:21]=2)=[N:29][CH:28]=1. The reactants are C(OC([N:8]1[CH2:13][CH2:12][CH:11]([S:14]([C:17]2[CH:22]=[CH:21][C:20]([NH:23][C:24]3[N:29]=[CH:28][C:27]([CH:30]=[CH:31][C:32]4[CH:37]=[C:36]([O:38]C)[CH:35]=[CH:34][C:33]=4[Cl:40])=[CH:26][N:25]=3)=[CH:19][CH:18]=2)(=[O:16])=[O:15])[CH2:10][CH2:9]1)=O)(C)(C)C.B(Br)(Br)Br. The catalyst is C(Cl)Cl. The yield is 0.0200. (4) The reactants are [F:1][CH:2]([F:11])[O:3][C:4]1[CH:10]=[CH:9][C:7]([NH2:8])=[CH:6][CH:5]=1.[I:12]Cl.O. The catalyst is CC(O)=O. The product is [I:12][C:9]1[CH:10]=[C:4]([O:3][CH:2]([F:11])[F:1])[CH:5]=[CH:6][C:7]=1[NH2:8]. The yield is 0.220. (5) The reactants are Cl[C:2]1[N:7]=[C:6]([N:8]2[C:16]3[C:11](=[C:12]([O:17][CH2:18][CH2:19][CH2:20][S:21]([CH3:24])(=[O:23])=[O:22])[CH:13]=[CH:14][CH:15]=3)[CH:10]=[CH:9]2)[CH:5]=[CH:4][N:3]=1.Cl.[CH2:26]([O:28][C:29]([CH:31]1[CH2:36][CH2:35][CH:34]([NH2:37])[CH2:33][CH2:32]1)=[O:30])C.C([O-])([O-])=O.[K+].[K+].O. The catalyst is CN1C(=O)CCC1. The product is [CH3:26][O:28][C:29]([CH:31]1[CH2:36][CH2:35][CH:34]([NH:37][C:2]2[N:7]=[C:6]([N:8]3[C:16]4[C:11](=[C:12]([O:17][CH2:18][CH2:19][CH2:20][S:21]([CH3:24])(=[O:23])=[O:22])[CH:13]=[CH:14][CH:15]=4)[CH:10]=[CH:9]3)[CH:5]=[CH:4][N:3]=2)[CH2:33][CH2:32]1)=[O:30]. The yield is 0.970. (6) The reactants are [F:1][C:2]1[CH:34]=[CH:33][C:5]([CH2:6][N:7]2[C:16](=[O:17])[C:15]([C:18]3[NH:23][C:22]4[CH:24]=[CH:25][C:26](I)=[CH:27][C:21]=4[S:20](=[O:30])(=[O:29])[N:19]=3)=[C:14]([OH:31])[C@H:13]3[C@@H:8]2[C@H:9]2[CH2:32][C@@H:12]3[CH2:11][CH2:10]2)=[CH:4][CH:3]=1.[N-:35]=[N+:36]=[N-:37].[Na+].O=C1O[C@H]([C@H](CO)O)C([O-])=C1O.[Na+].CN[C@@H]1CCCC[C@H]1NC. The catalyst is CS(C)=O.O.[Cu]I. The product is [N:35]([C:26]1[CH:25]=[CH:24][C:22]2[NH:23][C:18]([C:15]3[C:16](=[O:17])[N:7]([CH2:6][C:5]4[CH:33]=[CH:34][C:2]([F:1])=[CH:3][CH:4]=4)[C@@H:8]4[C@H:13]([C:14]=3[OH:31])[C@@H:12]3[CH2:32][C@H:9]4[CH2:10][CH2:11]3)=[N:19][S:20](=[O:30])(=[O:29])[C:21]=2[CH:27]=1)=[N+:36]=[N-:37]. The yield is 0.790. (7) The reactants are [CH2:1]([C:3]1([CH2:18][CH3:19])[C:15]2[CH:14]=[C:13]([Br:16])[CH:12]=[CH:11][C:10]=2[C:9]2[C:4]1=[CH:5][C:6](Br)=[CH:7][CH:8]=2)[CH3:2].C([Li])CCC.CN([CH:28]=[O:29])C. The catalyst is C1COCC1.C(=O)=O.C(O)C.Cl.C1(C)C=CC=CC=1. The product is [Br:16][C:13]1[CH:14]=[C:15]2[C:10]([C:9]3[CH:8]=[CH:7][C:6]([CH:28]=[O:29])=[CH:5][C:4]=3[C:3]2([CH2:1][CH3:2])[CH2:18][CH3:19])=[CH:11][CH:12]=1. The yield is 0.784.